From a dataset of Forward reaction prediction with 1.9M reactions from USPTO patents (1976-2016). Predict the product of the given reaction. (1) Given the reactants [OH:1][CH:2]1[CH2:5][N:4]([C:6]([N:8]2[CH2:13][CH:12]([C:14]3[CH:19]=[CH:18][C:17]([C:20]([F:23])([F:22])[F:21])=[CH:16][CH:15]=3)[CH2:11][CH:10]([C:24]([OH:26])=O)[CH2:9]2)=[O:7])[CH2:3]1.O[N:28]=[C:29]([NH2:34])[C:30]([CH3:33])([CH3:32])[CH3:31], predict the reaction product. The product is: [C:30]([C:29]1[N:34]=[C:24]([CH:10]2[CH2:11][CH:12]([C:14]3[CH:15]=[CH:16][C:17]([C:20]([F:22])([F:23])[F:21])=[CH:18][CH:19]=3)[CH2:13][N:8]([C:6]([N:4]3[CH2:3][CH:2]([OH:1])[CH2:5]3)=[O:7])[CH2:9]2)[O:26][N:28]=1)([CH3:33])([CH3:32])[CH3:31]. (2) Given the reactants [CH3:1][C:2]1([CH3:21])[C:6](=[O:7])[N:5]([C:8]2[CH:15]=[CH:14][C:11]([C:12]#[N:13])=[C:10]([C:16]([F:19])([F:18])[F:17])[CH:9]=2)[C:4](=[O:20])[NH:3]1.[Br:22][C:23]1[CH:30]=[C:29]([C:31]([F:34])([F:33])[F:32])[CH:28]=[CH:27][C:24]=1[CH2:25]Br, predict the reaction product. The product is: [Br:22][C:23]1[CH:30]=[C:29]([C:31]([F:32])([F:33])[F:34])[CH:28]=[CH:27][C:24]=1[CH2:25][N:3]1[C:2]([CH3:21])([CH3:1])[C:6](=[O:7])[N:5]([C:8]2[CH:15]=[CH:14][C:11]([C:12]#[N:13])=[C:10]([C:16]([F:19])([F:17])[F:18])[CH:9]=2)[C:4]1=[O:20]. (3) Given the reactants [OH:1][C:2]1[CH:7]=[CH:6][C:5]([CH2:8][CH2:9][NH:10][C:11](=[O:13])[CH3:12])=[CH:4][CH:3]=1.Cl[C:15]1[CH:20]=[CH:19][C:18]([O:21][CH:22]2[CH2:26][CH2:25][CH2:24][CH2:23]2)=[CH:17][N:16]=1.C(=O)([O-])[O-].[Cs+].[Cs+], predict the reaction product. The product is: [CH:22]1([O:21][C:18]2[CH:19]=[CH:20][C:15]([O:1][C:2]3[CH:3]=[CH:4][C:5]([CH2:8][CH2:9][NH:10][C:11](=[O:13])[CH3:12])=[CH:6][CH:7]=3)=[N:16][CH:17]=2)[CH2:23][CH2:24][CH2:25][CH2:26]1. (4) Given the reactants [CH2:1]([O:8][C:9]([N:11]1[CH2:15][C@H:14]([O:16][Si:17]([C:20]([CH3:23])([CH3:22])[CH3:21])([CH3:19])[CH3:18])[CH2:13][C@@H:12]1[CH2:24][OH:25])=[O:10])[C:2]1[CH:7]=[CH:6][CH:5]=[CH:4][CH:3]=1.C(N(CC)CC)C.[CH3:33][S:34](Cl)(=[O:36])=[O:35].O, predict the reaction product. The product is: [CH2:1]([O:8][C:9]([N:11]1[CH2:15][C@H:14]([O:16][Si:17]([C:20]([CH3:21])([CH3:22])[CH3:23])([CH3:19])[CH3:18])[CH2:13][C@@H:12]1[CH2:24][O:25][S:34]([CH3:33])(=[O:36])=[O:35])=[O:10])[C:2]1[CH:7]=[CH:6][CH:5]=[CH:4][CH:3]=1. (5) Given the reactants I[C:2]1[C:10]2[C:5](=[N:6][CH:7]=[C:8]([C:11]3[CH:12]=[N:13][N:14]([CH3:16])[CH:15]=3)[N:9]=2)[N:4]([C:17]([O:19][C:20]([CH3:23])([CH3:22])[CH3:21])=[O:18])[CH:3]=1.[CH3:24][Si:25]([C:28]#[CH:29])([CH3:27])[CH3:26].C(N(CC)CC)C, predict the reaction product. The product is: [CH3:16][N:14]1[CH:15]=[C:11]([C:8]2[N:9]=[C:10]3[C:2]([C:29]#[C:28][Si:25]([CH3:27])([CH3:26])[CH3:24])=[CH:3][N:4]([C:17]([O:19][C:20]([CH3:23])([CH3:22])[CH3:21])=[O:18])[C:5]3=[N:6][CH:7]=2)[CH:12]=[N:13]1. (6) Given the reactants [CH3:1][O:2][C:3]1[CH:8]=[CH:7][C:6]([C:9]2([C:15]([N:17]3[CH2:22][CH2:21][N:20]([CH3:23])[CH2:19][CH2:18]3)=O)[CH2:14][CH2:13][O:12][CH2:11][CH2:10]2)=[CH:5][CH:4]=1.[H-].[Al+3].[Li+].[H-].[H-].[H-], predict the reaction product. The product is: [CH3:1][O:2][C:3]1[CH:8]=[CH:7][C:6]([C:9]2([CH2:15][N:17]3[CH2:18][CH2:19][N:20]([CH3:23])[CH2:21][CH2:22]3)[CH2:14][CH2:13][O:12][CH2:11][CH2:10]2)=[CH:5][CH:4]=1. (7) Given the reactants [CH3:1][C:2]([C:4]1[CH:9]=[CH:8][C:7]([I:10])=[CH:6][CH:5]=1)=[O:3].[O:11]1[CH:15]=[CH:14][C:13]([CH:16]=O)=[CH:12]1.[OH-].[K+], predict the reaction product. The product is: [O:11]1[CH:15]=[CH:14][C:13]([CH:16]=[CH:1][C:2]([C:4]2[CH:9]=[CH:8][C:7]([I:10])=[CH:6][CH:5]=2)=[O:3])=[CH:12]1.